This data is from Forward reaction prediction with 1.9M reactions from USPTO patents (1976-2016). The task is: Predict the product of the given reaction. Given the reactants Cl[C:2]1[C:3]2[C:10]([I:11])=[CH:9][N:8]([CH2:12][C:13]3[CH:18]=[CH:17][C:16]([N+:19]([O-:21])=[O:20])=[CH:15][CH:14]=3)[C:4]=2[N:5]=[CH:6][N:7]=1.[NH4+:22].[OH-].O, predict the reaction product. The product is: [I:11][C:10]1[C:3]2[C:2]([NH2:22])=[N:7][CH:6]=[N:5][C:4]=2[N:8]([CH2:12][C:13]2[CH:18]=[CH:17][C:16]([N+:19]([O-:21])=[O:20])=[CH:15][CH:14]=2)[CH:9]=1.